Dataset: Catalyst prediction with 721,799 reactions and 888 catalyst types from USPTO. Task: Predict which catalyst facilitates the given reaction. (1) Reactant: C(=O)([O-])[O-].[K+].[K+].CN(C=O)C.[Br:12][C:13]1[CH:18]=[CH:17][C:16]([OH:19])=[CH:15][CH:14]=1.CC1C=CC(S(O[CH2:31][CH2:32][Cl:33])(=O)=O)=CC=1. Product: [Br:12][C:13]1[CH:18]=[CH:17][C:16]([O:19][CH2:31][CH2:32][Cl:33])=[CH:15][CH:14]=1. The catalyst class is: 6. (2) Reactant: [Cl:1][CH2:2][S:3](Cl)(=[O:5])=[O:4].[NH2:7][C:8]1[CH:13]=[CH:12][C:11]([C:14]2[CH:19]=[CH:18][C:17]([C:20]([F:23])([F:22])[F:21])=[CH:16][CH:15]=2)=[CH:10][C:9]=1[OH:24].N1C=CC=CC=1.Cl. Product: [Cl:1][CH2:2][S:3]([NH:7][C:8]1[CH:13]=[CH:12][C:11]([C:14]2[CH:15]=[CH:16][C:17]([C:20]([F:21])([F:22])[F:23])=[CH:18][CH:19]=2)=[CH:10][C:9]=1[OH:24])(=[O:5])=[O:4]. The catalyst class is: 1. (3) Reactant: [NH2:1][CH:2]1[CH2:6][CH2:5][N:4]([C:7]2[CH:12]=[CH:11][C:10]([C:13]3[NH:22][C:21](=[O:23])[C:20]4[C:15](=[CH:16][C:17]([O:26][CH3:27])=[CH:18][C:19]=4[O:24][CH3:25])[N:14]=3)=[CH:9][CH:8]=2)[CH2:3]1.[CH:28]1([CH:31]=O)[CH2:30][CH2:29]1.[H][H]. Product: [CH:28]1([CH2:31][NH:1][CH:2]2[CH2:6][CH2:5][N:4]([C:7]3[CH:12]=[CH:11][C:10]([C:13]4[NH:22][C:21](=[O:23])[C:20]5[C:15](=[CH:16][C:17]([O:26][CH3:27])=[CH:18][C:19]=5[O:24][CH3:25])[N:14]=4)=[CH:9][CH:8]=3)[CH2:3]2)[CH2:30][CH2:29]1. The catalyst class is: 856. (4) Product: [Br:1][C:2]1[CH:3]=[C:4]2[C:9](=[CH:10][CH:11]=1)[N:8]([CH2:16][C@@H:14]([NH:15][S:17]([C:20]1[C:25]([CH3:26])=[CH:24][C:23]([CH3:27])=[CH:22][C:21]=1[CH3:28])(=[O:19])=[O:18])[CH2:12][CH3:13])[CH2:7][CH2:6][CH2:5]2. Reactant: [Br:1][C:2]1[CH:3]=[C:4]2[C:9](=[CH:10][CH:11]=1)[NH:8][CH2:7][CH2:6][CH2:5]2.[CH2:12]([CH:14]1[CH2:16][N@@:15]1[S:17]([C:20]1[C:25]([CH3:26])=[CH:24][C:23]([CH3:27])=[CH:22][C:21]=1[CH3:28])(=[O:19])=[O:18])[CH3:13]. The catalyst class is: 5.